This data is from Full USPTO retrosynthesis dataset with 1.9M reactions from patents (1976-2016). The task is: Predict the reactants needed to synthesize the given product. Given the product [NH2:8][C:7]1[C:2]([F:1])=[C:3]([NH:11][S:24]([CH2:21][CH2:22][CH3:23])(=[O:26])=[O:25])[CH:4]=[C:5]([F:10])[C:6]=1[F:9], predict the reactants needed to synthesize it. The reactants are: [F:1][C:2]1[C:7]([NH2:8])=[C:6]([F:9])[C:5]([F:10])=[CH:4][C:3]=1[NH2:11].C(Cl)Cl.N1C=CC=CC=1.[CH2:21]([S:24](Cl)(=[O:26])=[O:25])[CH2:22][CH3:23].